This data is from TCR-epitope binding with 47,182 pairs between 192 epitopes and 23,139 TCRs. The task is: Binary Classification. Given a T-cell receptor sequence (or CDR3 region) and an epitope sequence, predict whether binding occurs between them. (1) The epitope is EILDITPCSF. The TCR CDR3 sequence is CASSQGTGPLHF. Result: 1 (the TCR binds to the epitope). (2) The epitope is KLGGALQAK. The TCR CDR3 sequence is CASSPGQSSGNTIYF. Result: 1 (the TCR binds to the epitope).